Dataset: Experimentally validated miRNA-target interactions with 360,000+ pairs, plus equal number of negative samples. Task: Binary Classification. Given a miRNA mature sequence and a target amino acid sequence, predict their likelihood of interaction. (1) The miRNA is hsa-miR-99b-5p with sequence CACCCGUAGAACCGACCUUGCG. The protein sequence of the target gene is MPGSDTALTVDRTYSDPGRHHRCKSRVDRHDMNTLSLPLNIRRGGSDTNLNFDVPDGILDFHKVKLNADSLRQKILKVTEQIKIEQTSRDGNVAEYLKLVSSADKQQAGRIKQVFEKKNQKSAHSIAQLQKKLEQYHRKLREIEQNGVTRSSKDISKDSLKEIHHSLKDAHVKSRTAPHCLESSKSSMPGVSLTPPVFVFNKSREFANLIRNKFGSADNIAHLKNSLEEFRPEASPRAYGGSATIVNKPKYGSDDECSSGTSGSADSNGNQSFGAGGTSTLDSQGKIAKIMEELREIKVT.... Result: 0 (no interaction). (2) The miRNA is hsa-miR-6780b-3p with sequence UCCCUUGUCUCCUUUCCCUAG. The protein sequence of the target gene is MVLPTCPMAEFALPRHSAVMERLRRRIELCRRHHSTCEARYEAVSPERLELERQHTFALHQRCIQAKAKRAGKHRQPPAATAPAPAAPAPRLDAADGPEHGRPATHLHDTVKRNLDSATSPQNGDQQNGYGDLFPGHKKTRREAPLGVAISSNGLPPASPLGQSDKPSGADALQSSGKHSLGLDSLNKKRLADSSLHLNGGSNPSESFPLSLNKELKQEPVEDLPCMITGTVGSISQSNLMPDLNLNEQEWKELIEELNRSVPDEDMKDLFNEDFEEKKDPESSGSATQTPLAQDINIKT.... Result: 0 (no interaction). (3) The miRNA is mmu-miR-369-3p with sequence AAUAAUACAUGGUUGAUCUUU. The protein sequence of the target gene is MAEPLLTEHQHQPQTSNCTGAAVVHEEHTSERPPSAEERVPKEDSRWQSRASLQSGSRPGQEGEGGLKHQLPPLQTNACPELSSLEKGEKGQNGEDLSTGGASPSAEGEPMSESLVQPGHDSEATKQEAPAAGGEEPWGQQQRQLGKKKHRRRPSKKKRHWKPYYKLTWEEKKKFDEKQSLRASRVRAEMFAKGQPVAPYNTTQFLMDDHDQEEPDLKTGLYPKRAAAKSDDTSDEDFVEEAGEEDGGSDGMGGDGSEFLQRDFSETYERYHAESLQNMSKQELIKEYLELEKCLSRKED.... Result: 1 (interaction). (4) The miRNA is hsa-miR-3162-5p with sequence UUAGGGAGUAGAAGGGUGGGGAG. The protein sequence of the target gene is MVNSCCGSVCSHQGCGRDLCQETCCRPSCCETTCCRTTYCRPSCCVSSCCRPQCCQSVCCQPTCCRPRCCISSCCRPSCCVSSCCKPQCCQSMCCQPTCCRPRCCISSCCRPSCCVSSCCRPQCCQSVCCQPTCCHPSCSISSCCRPSCCESSCCRPCCCLRPVCGRVSCHTTCYRPTCVISSCPRPLCCASSCC. Result: 0 (no interaction). (5) The miRNA is mmu-miR-208a-3p with sequence AUAAGACGAGCAAAAAGCUUGU. The protein sequence of the target gene is MRGSGPRGAGHRRTQGRGGGDDTPRVPASLAGCYSAPLKGPLWTCLLLCAALRTLLASPSNEVNLLDSRTVMGDLGWIAFPKNGWEEIGEVDENYAPIHTYQVCKVMEQNQNNWLLTSWISNEGASRIFIELKFTLRDCNSLPGGLGTCKETFNMYYFESDDENGRSIKENQYIKIDTIAADESFTELDLGDRVMKLNTEVRDVGPLSKKGFYLAFQDVGACIALVSVRVYYKKCPSVVRHLAIFPDTITGADSSQLLEVSGSCVNHSVTDDPPKMHCSAEGEWLVPIGKCMCKAGYEEK.... Result: 0 (no interaction). (6) The miRNA is hsa-miR-4485-5p with sequence ACCGCCUGCCCAGUGA. The protein sequence of the target gene is MAAPPQLQALLQAVNKLLRQRRYHAALAVIKGFRNGAVYGVKIRAPHALVMTFLFRSGSLREKLQAILKATYIHSRNLACFVFAYKSLHALQSHVQGETHQMHSFLAAFIGGLLLFGENNNINSQINMYLTSRVLYALCRLGVEKGYIPALKWDPFPLHTAVIWGLVLWLFEYHRPTLQPSLQSSMTYLYEDSNVWHDLSDFLIFNKSHPSK. Result: 0 (no interaction). (7) The miRNA is mmu-miR-329-3p with sequence AACACACCCAGCUAACCUUUUU. The protein sequence of the target gene is MAEAEDSPGEQEAAASKPLFAGLSDVSISQDIPIEGEITIPSRARAQEHDSSTLNESIRRTIMRDLKAVGRKFMHVLYPRKSNALLRDWDLWGPLILCVTLALMLQKSSIDGKNDGGGPEFAEVFVIIWFGAVTITLNSKLLGGNISFFQSLCVLGYCILPLNIAMLICRLLLLAGQGPINFMIRLFVVLLMFAWSVVASTAFLADSQPPNRKALAVYPVFLFYFVISWMILTFTP. Result: 1 (interaction). (8) The miRNA is rno-miR-25-3p with sequence CAUUGCACUUGUCUCGGUCUGA. The protein sequence of the target gene is MADGPRCKRRKQANPRRNNVTNYNTVVEANSDSDDEDKLHIVEEESITDAADCEGGMPDDELPADQTVLPGGSDRGGGAKNCWQDNVKDNECDSDAENEQNHDPNVEEFLQQQDTAVIYPEAPEEDQRQGTPEASSHDENGTPDAFSQLLTCPYCDRGYKRFTSLKEHIKYRHEKNEDNFSCSLCSYTFAYRTQLERHMTSHKSGREQRHVTQSGGNRKFKCTECGKAFKYKHHLKEHLRIHSGEKPYECPNCKKRFSHSGSYSSHISSKKCISLMPVNGRPRSGLKTSQCSSPSLSTSP.... Result: 0 (no interaction).